From a dataset of Forward reaction prediction with 1.9M reactions from USPTO patents (1976-2016). Predict the product of the given reaction. (1) Given the reactants [CH3:1][CH2:2][O:3][C:4]([C@@H:6]1[CH2:10][C@@H:9]([OH:11])[CH2:8][N:7]1[C:12]([O:14][C:15]([CH3:18])([CH3:17])[CH3:16])=[O:13])=[O:5].[C:19]1([CH3:29])[CH:24]=[CH:23][C:22]([S:25](Cl)(=[O:27])=[O:26])=[CH:21][CH:20]=1, predict the reaction product. The product is: [CH3:1][CH2:2][O:3][C:4]([C@@H:6]1[CH2:10][C@@H:9]([O:11][S:25]([C:22]2[CH:23]=[CH:24][C:19]([CH3:29])=[CH:20][CH:21]=2)(=[O:27])=[O:26])[CH2:8][N:7]1[C:12]([O:14][C:15]([CH3:17])([CH3:16])[CH3:18])=[O:13])=[O:5]. (2) Given the reactants F[C:2]1[CH:3]=[N:4][CH:5]=[CH:6][C:7]=1[C:8]1[N:13]=[C:12]([N:14]2[CH2:19][CH2:18][O:17][CH2:16][CH2:15]2)[N:11]([CH3:20])[C:10](=[O:21])[CH:9]=1.[F:22][C:23]1[CH:28]=[CH:27][C:26]([CH2:29][CH2:30][NH2:31])=[CH:25][CH:24]=1.[ClH:32], predict the reaction product. The product is: [ClH:32].[F:22][C:23]1[CH:28]=[CH:27][C:26]([CH2:29][CH2:30][NH:31][C:2]2[CH:3]=[N:4][CH:5]=[CH:6][C:7]=2[C:8]2[N:13]=[C:12]([N:14]3[CH2:19][CH2:18][O:17][CH2:16][CH2:15]3)[N:11]([CH3:20])[C:10](=[O:21])[CH:9]=2)=[CH:25][CH:24]=1. (3) Given the reactants Cl[S:2]([N:5]=[C:6]=[O:7])(=[O:4])=[O:3].[Cl:8][C:9]1[CH:14]=[C:13]([Cl:15])[CH:12]=[C:11]([Cl:16])[C:10]=1[N:17]1[C:21]2=[N:22][C:23]([CH2:27][C:28]3[CH:33]=[CH:32][C:31](N)=[CH:30][CH:29]=3)=[N:24][C:25](=[O:26])[C:20]2=[C:19]([CH:35]([CH3:37])[CH3:36])[NH:18]1.CC[N:40](CC)CC.Cl.[CH3:46][C:47]([OH:50])([CH3:49])[CH3:48], predict the reaction product. The product is: [Cl:8][C:9]1[CH:14]=[C:13]([Cl:15])[CH:12]=[C:11]([Cl:16])[C:10]=1[N:17]1[C:21]2=[N:22][C:23]([CH2:27][C:28]3[CH:33]=[CH:32][C:31]([N:5]([C:6]([O:50][C:47]([CH3:49])([CH3:48])[CH3:46])=[O:7])[S:2]([NH2:40])(=[O:4])=[O:3])=[CH:30][CH:29]=3)=[N:24][C:25](=[O:26])[C:20]2=[C:19]([CH:35]([CH3:37])[CH3:36])[NH:18]1. (4) Given the reactants [Br:1][C:2]1[CH:7]=[CH:6][C:5]([NH:8][C:9]2[C:10]([C:18](O)=[O:19])=[CH:11][N:12]([CH3:17])[C:13](=[O:16])[C:14]=2[F:15])=[C:4]([F:21])[CH:3]=1.CCN=C=NCCCN(C)C.C1C=CC2N(O)[N:40]=[N:39]C=2C=1.NN.CCN(CC)CC, predict the reaction product. The product is: [Br:1][C:2]1[CH:7]=[CH:6][C:5]([NH:8][C:9]2[C:10]([C:18]([NH:39][NH2:40])=[O:19])=[CH:11][N:12]([CH3:17])[C:13](=[O:16])[C:14]=2[F:15])=[C:4]([F:21])[CH:3]=1. (5) Given the reactants [CH2:1]([O:3][C:4]1[N:5]([CH2:12][C:13]2[CH:18]=[CH:17][C:16]([C:19]3[C:20]([C:25]#[N:26])=[CH:21][CH:22]=[CH:23][CH:24]=3)=[CH:15][CH:14]=2)[C:6](=[O:11])[CH:7]=[C:8]([CH3:10])[N:9]=1)[CH3:2].C([O-])(=O)C.[Na+].[Br:32]Br, predict the reaction product. The product is: [Br:32][C:7]1[C:6](=[O:11])[N:5]([CH2:12][C:13]2[CH:18]=[CH:17][C:16]([C:19]3[C:20]([C:25]#[N:26])=[CH:21][CH:22]=[CH:23][CH:24]=3)=[CH:15][CH:14]=2)[C:4]([O:3][CH2:1][CH3:2])=[N:9][C:8]=1[CH3:10].